From a dataset of Catalyst prediction with 721,799 reactions and 888 catalyst types from USPTO. Predict which catalyst facilitates the given reaction. (1) The catalyst class is: 8. Reactant: [Cl:1][CH2:2][C:3](=O)[CH2:4]C(OCC)=O.[C:11]([OH:14])(=[O:13])[CH3:12].[Cl:15][C:16]1[CH:21]=[CH:20][C:19]([CH2:22][NH2:23])=[CH:18][N:17]=1.[C:24]1(C)C=CC=C[CH:25]=1. Product: [Cl:1][CH2:2][C:3]([NH:23][CH2:22][C:19]1[CH:18]=[N:17][C:16]([Cl:15])=[CH:21][CH:20]=1)=[CH:4][CH2:12][C:11]([O:14][CH2:24][CH3:25])=[O:13]. (2) Product: [CH3:1][C:2]1[CH:3]=[CH:4][C:5]([C:8]2[CH:9]=[CH:10][N:11]3[C:16]([C:17]=2[CH3:18])=[C:15]([CH:19]2[CH2:20][CH2:21]2)[CH:14]=[C:13]([C:22]([OH:24])=[O:23])[C:12]3=[O:27])=[CH:6][CH:7]=1. Reactant: [CH3:1][C:2]1[CH:7]=[CH:6][C:5]([C:8]2[CH:9]=[CH:10][N:11]3[C:16]([C:17]=2[CH3:18])=[C:15]([CH:19]2[CH2:21][CH2:20]2)[CH:14]=[C:13]([C:22]([O:24]CC)=[O:23])[C:12]3=[O:27])=[CH:4][CH:3]=1.[Li+].[OH-].Cl.C(OCC)(=O)C. The catalyst class is: 20.